Dataset: Full USPTO retrosynthesis dataset with 1.9M reactions from patents (1976-2016). Task: Predict the reactants needed to synthesize the given product. (1) Given the product [OH:34][C@H:30]1[CH2:29][C@H:28]([CH3:27])[CH2:33][N:32]([CH2:6][CH2:5][C@H:4]([N:8]2[C:14](=[O:15])[CH2:13][CH2:12][N:11]([C:16]3[CH:21]=[CH:20][CH:19]=[C:18]([C:22]([F:25])([F:23])[F:24])[CH:17]=3)[CH2:10][CH2:9]2)[CH2:3][O:2][CH3:1])[CH2:31]1, predict the reactants needed to synthesize it. The reactants are: [CH3:1][O:2][CH2:3][C@@H:4]([N:8]1[C:14](=[O:15])[CH2:13][CH2:12][N:11]([C:16]2[CH:21]=[CH:20][CH:19]=[C:18]([C:22]([F:25])([F:24])[F:23])[CH:17]=2)[CH2:10][CH2:9]1)[CH2:5][CH:6]=O.Cl.[CH3:27][C@@H:28]1[CH2:33][NH:32][CH2:31][C@@H:30]([OH:34])[CH2:29]1. (2) Given the product [Cl:32][C:33]1[CH:40]=[CH:39][C:36]([CH2:37][N:19]2[CH2:20][CH2:21][N:16]([CH:14]3[CH:13]([OH:22])[CH2:12][N:11]([C:9]([C:6]4[CH:7]=[CH:8][C:3]([Cl:2])=[CH:4][CH:5]=4)=[O:10])[CH2:15]3)[CH2:17][CH2:18]2)=[CH:35][CH:34]=1, predict the reactants needed to synthesize it. The reactants are: Cl.[Cl:2][C:3]1[CH:8]=[CH:7][C:6]([C:9]([N:11]2[CH2:15][CH:14]([N:16]3[CH2:21][CH2:20][NH:19][CH2:18][CH2:17]3)[CH:13]([OH:22])[CH2:12]2)=[O:10])=[CH:5][CH:4]=1.[BH3-]C#N.[Na+].CC([O-])=O.[Na+].[Cl:32][C:33]1[CH:40]=[CH:39][C:36]([CH:37]=O)=[CH:35][CH:34]=1. (3) Given the product [Br:4][C:5]1[CH:6]=[C:7]2[C:12](=[CH:13][C:14]=1[O:15][CH2:16][CH3:17])[O:11][C:10]([CH3:19])([CH3:18])[CH:9]=[C:8]2[CH3:21], predict the reactants needed to synthesize it. The reactants are: C[Mg]Cl.[Br:4][C:5]1[CH:6]=[C:7]2[C:12](=[CH:13][C:14]=1[O:15][CH2:16][CH3:17])[O:11][C:10]([CH3:19])([CH3:18])[CH2:9][C:8]2=O.[C:21]1(C)C=CC(S(O)(=O)=O)=CC=1. (4) The reactants are: [CH3:1][C:2]1[C:3]([CH3:18])([CH3:17])[C:4]2[C:5]([N:16]=1)=[CH:6][C:7]1[C:8]([CH3:15])([CH3:14])[C:9]([CH3:13])=[N:10][C:11]=1[CH:12]=2.[CH3:19][C:20]1[CH:25]=[CH:24][C:23]([S:26]([O:29]CC)(=[O:28])=[O:27])=[CH:22][CH:21]=1.[CH3:32][C:33](C)=O. Given the product [CH3:19][C:20]1[CH:21]=[CH:22][C:23]([S:26]([O-:29])(=[O:28])=[O:27])=[CH:24][CH:25]=1.[CH3:19][C:20]1[CH:21]=[CH:22][C:23]([S:26]([O-:29])(=[O:28])=[O:27])=[CH:24][CH:25]=1.[CH2:19]([N+:16]1[C:5]2=[CH:6][C:7]3[C:8]([CH3:15])([CH3:14])[C:9]([CH3:13])=[N+:10]([CH2:32][CH3:33])[C:11]=3[CH:12]=[C:4]2[C:3]([CH3:18])([CH3:17])[C:2]=1[CH3:1])[CH3:20], predict the reactants needed to synthesize it. (5) Given the product [CH3:18][C:15]1[CH:16]=[CH:17][C:12]([CH:8]([C:5]2[CH:4]=[CH:3][C:2]([CH3:1])=[CH:7][CH:6]=2)[C:9]([NH:19][CH2:20][CH2:21][CH2:22][N:23]2[CH2:24][CH2:25][CH:26]([C:29]3[CH:30]=[CH:31][C:32]([F:41])=[C:33]([NH:35][C:36](=[O:40])[CH2:37][CH2:38][CH3:39])[CH:34]=3)[CH2:27][CH2:28]2)=[O:11])=[CH:13][CH:14]=1, predict the reactants needed to synthesize it. The reactants are: [CH3:1][C:2]1[CH:7]=[CH:6][C:5]([CH:8]([C:12]2[CH:17]=[CH:16][C:15]([CH3:18])=[CH:14][CH:13]=2)[C:9]([OH:11])=O)=[CH:4][CH:3]=1.[NH2:19][CH2:20][CH2:21][CH2:22][N:23]1[CH2:28][CH2:27][CH:26]([C:29]2[CH:30]=[CH:31][C:32]([F:41])=[C:33]([NH:35][C:36](=[O:40])[CH2:37][CH2:38][CH3:39])[CH:34]=2)[CH2:25][CH2:24]1. (6) Given the product [Cl:18][C:19]1[CH:24]=[CH:23][C:22]([NH:25][C:26]([NH:13][CH2:12][CH:8]2[O:9][CH2:10][CH2:11][N:6]([CH2:5][C:4]3[CH:14]=[CH:15][C:16]([Cl:17])=[C:2]([Cl:1])[CH:3]=3)[CH2:7]2)=[O:27])=[CH:21][CH:20]=1, predict the reactants needed to synthesize it. The reactants are: [Cl:1][C:2]1[CH:3]=[C:4]([CH:14]=[CH:15][C:16]=1[Cl:17])[CH2:5][N:6]1[CH2:11][CH2:10][O:9][CH:8]([CH2:12][NH2:13])[CH2:7]1.[Cl:18][C:19]1[CH:24]=[CH:23][C:22]([N:25]=[C:26]=[O:27])=[CH:21][CH:20]=1.